From a dataset of Full USPTO retrosynthesis dataset with 1.9M reactions from patents (1976-2016). Predict the reactants needed to synthesize the given product. (1) Given the product [OH:2][CH2:1][CH:3]1[CH2:4][CH:5]2[N:10]([C:11]([O:13][CH2:14][C:15]3[CH:16]=[CH:17][CH:18]=[CH:19][CH:20]=3)=[O:12])[CH:8]([CH2:7][CH2:6]2)[CH2:9]1, predict the reactants needed to synthesize it. The reactants are: [CH:1]([CH:3]1[CH2:9][CH:8]2[N:10]([C:11]([O:13][CH2:14][C:15]3[CH:20]=[CH:19][CH:18]=[CH:17][CH:16]=3)=[O:12])[CH:5]([CH2:6][CH2:7]2)[CH2:4]1)=[O:2].[BH4-].[Na+]. (2) Given the product [CH2:44]([O:43][C:41](=[O:42])[CH2:40][C:21]1([C:28]2[C:36]([OH:37])=[CH:35][C:31]3[O:32][CH2:33][O:34][C:30]=3[CH:29]=2)[C:22]2[C:27](=[CH:26][CH:25]=[CH:24][CH:23]=2)[N:19]([CH2:13][CH2:14][CH2:15][CH2:16][CH2:17][CH3:18])[C:20]1=[O:38])[CH3:45], predict the reactants needed to synthesize it. The reactants are: C(NC(C)C)(C)C.C([Li])CCC.[CH2:13]([N:19]1[C:27]2[C:22](=[CH:23][CH:24]=[CH:25][CH:26]=2)[CH:21]([C:28]2[C:36]([OH:37])=[CH:35][C:31]3[O:32][CH2:33][O:34][C:30]=3[CH:29]=2)[C:20]1=[O:38])[CH2:14][CH2:15][CH2:16][CH2:17][CH3:18].Br[CH2:40][C:41]([O:43][CH2:44][CH3:45])=[O:42]. (3) The reactants are: [CH2:1]([O:3][C:4]1[CH:5]=[C:6]([CH2:13][OH:14])[N:7]=[N:8][C:9]=1[O:10][CH2:11][CH3:12])[CH3:2].[CH3:15][S:16](O[S:16]([CH3:15])(=[O:18])=[O:17])(=[O:18])=[O:17].C(N(CC)CC)C.C(=O)([O-])O.[Na+]. Given the product [CH3:15][S:16]([O:14][CH2:13][C:6]1[N:7]=[N:8][C:9]([O:10][CH2:11][CH3:12])=[C:4]([O:3][CH2:1][CH3:2])[CH:5]=1)(=[O:18])=[O:17], predict the reactants needed to synthesize it. (4) Given the product [OH:34][CH:35]1[CH2:40][CH2:39][CH2:38][N:37]([C:20]2[CH:28]=[CH:27][C:26]([S:29](=[O:33])(=[O:32])[NH:30][CH3:31])=[CH:25][C:21]=2[C:22]([OH:24])=[O:23])[CH2:36]1, predict the reactants needed to synthesize it. The reactants are: CS(C1C=CC(N2CCCC2)=C(C=1)C(O)=O)(=O)=O.Cl[C:20]1[CH:28]=[CH:27][C:26]([S:29](=[O:33])(=[O:32])[NH:30][CH3:31])=[CH:25][C:21]=1[C:22]([OH:24])=[O:23].[OH:34][CH:35]1[CH2:40][CH2:39][CH2:38][NH:37][CH2:36]1. (5) Given the product [C:15]([O:19][C:20](=[O:21])[NH:22][C@H:23]([C:24](=[O:25])[NH:14][C:13]1[C:8]([NH:7][C:1]2[CH:6]=[CH:5][CH:4]=[CH:3][CH:2]=2)=[N:9][CH:10]=[CH:11][CH:12]=1)[CH2:27][CH3:28])([CH3:16])([CH3:17])[CH3:18], predict the reactants needed to synthesize it. The reactants are: [C:1]1([NH:7][C:8]2[C:13]([NH2:14])=[CH:12][CH:11]=[CH:10][N:9]=2)[CH:6]=[CH:5][CH:4]=[CH:3][CH:2]=1.[C:15]([O:19][C:20]([NH:22][C@@H:23]([CH2:27][CH3:28])[C:24](O)=[O:25])=[O:21])([CH3:18])([CH3:17])[CH3:16].C1C=NC2N(O)N=NC=2C=1.Cl.CN(C)CCCN=C=NCC. (6) Given the product [N:6]1[CH:7]=[CH:8][C:3]([CH2:2][NH:1][S:15]([C:13]2[S:14][C:10]([Br:9])=[CH:11][CH:12]=2)(=[O:17])=[O:16])=[CH:4][CH:5]=1, predict the reactants needed to synthesize it. The reactants are: [NH2:1][CH2:2][C:3]1[CH:8]=[CH:7][N:6]=[CH:5][CH:4]=1.[Br:9][C:10]1[S:14][C:13]([S:15](Cl)(=[O:17])=[O:16])=[CH:12][CH:11]=1.C(N(CC)CC)C. (7) Given the product [CH:24]12[CH2:29][CH:28]1[CH2:27][N:26]([CH2:30][CH2:31][CH2:32][O:1][C:2]1[CH:3]=[C:4]3[C:8](=[CH:9][CH:10]=1)[N:7]([CH2:11][C:12]([F:15])([F:13])[F:14])[C:6]([C:16]([N:18]1[CH2:23][CH2:22][O:21][CH2:20][CH2:19]1)=[O:17])=[CH:5]3)[CH2:25]2, predict the reactants needed to synthesize it. The reactants are: [OH:1][C:2]1[CH:3]=[C:4]2[C:8](=[CH:9][CH:10]=1)[N:7]([CH2:11][C:12]([F:15])([F:14])[F:13])[C:6]([C:16]([N:18]1[CH2:23][CH2:22][O:21][CH2:20][CH2:19]1)=[O:17])=[CH:5]2.[CH:24]12[CH2:29][CH:28]1[CH2:27][N:26]([CH2:30][CH2:31][CH2:32]OC1C=C3C(=CC=1)NC(C(N1CCOCC1)=O)=C3)[CH2:25]2.FC(F)(F)COS(C(F)(F)F)(=O)=O. (8) Given the product [N:2]1[CH:7]=[CH:6][CH:5]=[C:4]([C:8]2[CH:9]=[N:10][C:11]3[N:12]([N:14]=[CH:15][C:16]=3[C:17]3[CH:18]=[C:19]([C:22]([NH:28][CH:27]([C:29]4[CH:34]=[CH:33][CH:32]=[C:31]([CH3:35])[N:30]=4)[C:26]([F:25])([F:36])[F:37])=[O:24])[S:20][CH:21]=3)[CH:13]=2)[CH:3]=1, predict the reactants needed to synthesize it. The reactants are: Cl.[N:2]1[CH:7]=[CH:6][CH:5]=[C:4]([C:8]2[CH:9]=[N:10][C:11]3[N:12]([N:14]=[CH:15][C:16]=3[C:17]3[CH:18]=[C:19]([C:22]([OH:24])=O)[S:20][CH:21]=3)[CH:13]=2)[CH:3]=1.[F:25][C:26]([F:37])([F:36])[CH:27]([C:29]1[CH:34]=[CH:33][CH:32]=[C:31]([CH3:35])[N:30]=1)[NH2:28].F[P-](F)(F)(F)(F)F.N1(O[P+](N(C)C)(N(C)C)N(C)C)C2C=CC=CC=2N=N1.C(N(CC)C(C)C)(C)C.